From a dataset of NCI-60 drug combinations with 297,098 pairs across 59 cell lines. Regression. Given two drug SMILES strings and cell line genomic features, predict the synergy score measuring deviation from expected non-interaction effect. Drug 1: CC1C(C(CC(O1)OC2CC(CC3=C2C(=C4C(=C3O)C(=O)C5=C(C4=O)C(=CC=C5)OC)O)(C(=O)C)O)N)O.Cl. Drug 2: CN1C(=O)N2C=NC(=C2N=N1)C(=O)N. Cell line: SW-620. Synergy scores: CSS=31.2, Synergy_ZIP=-8.83, Synergy_Bliss=-1.71, Synergy_Loewe=-21.2, Synergy_HSA=-2.34.